From a dataset of NCI-60 drug combinations with 297,098 pairs across 59 cell lines. Regression. Given two drug SMILES strings and cell line genomic features, predict the synergy score measuring deviation from expected non-interaction effect. (1) Drug 1: CCC1(CC2CC(C3=C(CCN(C2)C1)C4=CC=CC=C4N3)(C5=C(C=C6C(=C5)C78CCN9C7C(C=CC9)(C(C(C8N6C=O)(C(=O)OC)O)OC(=O)C)CC)OC)C(=O)OC)O.OS(=O)(=O)O. Drug 2: COC1=NC(=NC2=C1N=CN2C3C(C(C(O3)CO)O)O)N. Cell line: HT29. Synergy scores: CSS=0.471, Synergy_ZIP=-0.0567, Synergy_Bliss=-0.853, Synergy_Loewe=-0.396, Synergy_HSA=-1.70. (2) Drug 1: CCC1(CC2CC(C3=C(CCN(C2)C1)C4=CC=CC=C4N3)(C5=C(C=C6C(=C5)C78CCN9C7C(C=CC9)(C(C(C8N6C=O)(C(=O)OC)O)OC(=O)C)CC)OC)C(=O)OC)O.OS(=O)(=O)O. Drug 2: COCCOC1=C(C=C2C(=C1)C(=NC=N2)NC3=CC=CC(=C3)C#C)OCCOC.Cl. Cell line: LOX IMVI. Synergy scores: CSS=22.2, Synergy_ZIP=3.28, Synergy_Bliss=17.0, Synergy_Loewe=-0.874, Synergy_HSA=5.31. (3) Drug 1: C1C(C(OC1N2C=C(C(=O)NC2=O)F)CO)O. Cell line: HS 578T. Drug 2: CC=C1C(=O)NC(C(=O)OC2CC(=O)NC(C(=O)NC(CSSCCC=C2)C(=O)N1)C(C)C)C(C)C. Synergy scores: CSS=24.9, Synergy_ZIP=-5.84, Synergy_Bliss=-2.19, Synergy_Loewe=-17.5, Synergy_HSA=-1.93. (4) Drug 1: C1=NC2=C(N1)C(=S)N=C(N2)N. Drug 2: CC1=C(C(=CC=C1)Cl)NC(=O)C2=CN=C(S2)NC3=CC(=NC(=N3)C)N4CCN(CC4)CCO. Cell line: SW-620. Synergy scores: CSS=12.6, Synergy_ZIP=-3.32, Synergy_Bliss=-2.47, Synergy_Loewe=-1.65, Synergy_HSA=-1.11.